Predict the product of the given reaction. From a dataset of Forward reaction prediction with 1.9M reactions from USPTO patents (1976-2016). (1) Given the reactants [N+:1]([C:4]1[CH:5]=[CH:6][C:7]([CH2:10][C:11]([O:13][CH2:14][CH3:15])=[O:12])=[N:8][CH:9]=1)([O-])=O.[H][H], predict the reaction product. The product is: [NH2:1][C:4]1[CH:5]=[CH:6][C:7]([CH2:10][C:11]([O:13][CH2:14][CH3:15])=[O:12])=[N:8][CH:9]=1. (2) Given the reactants [S:1]1[C:5]2[C:6]3[CH:14]=[CH:13][CH:12]=[CH:11][C:7]=3[O:8][CH2:9][CH2:10][C:4]=2[CH:3]=[C:2]1[C:15]([OH:17])=O.[F:18][C:19]1[CH:26]=[C:25]([F:27])[CH:24]=[CH:23][C:20]=1[NH:21][CH3:22], predict the reaction product. The product is: [F:18][C:19]1[CH:26]=[C:25]([F:27])[CH:24]=[CH:23][C:20]=1[N:21]([CH3:22])[C:15]([C:2]1[S:1][C:5]2[C:6]3[CH:14]=[CH:13][CH:12]=[CH:11][C:7]=3[O:8][CH2:9][CH2:10][C:4]=2[CH:3]=1)=[O:17]. (3) The product is: [Br:1][C:2]1[CH:3]=[CH:4][C:5]([CH3:12])=[C:6]([S:8]([NH:16][CH2:15][CH2:13][OH:14])(=[O:10])=[O:9])[CH:7]=1. Given the reactants [Br:1][C:2]1[CH:3]=[CH:4][C:5]([CH3:12])=[C:6]([S:8](Cl)(=[O:10])=[O:9])[CH:7]=1.[CH2:13]([CH2:15][NH2:16])[OH:14], predict the reaction product.